From a dataset of Peptide-MHC class I binding affinity with 185,985 pairs from IEDB/IMGT. Regression. Given a peptide amino acid sequence and an MHC pseudo amino acid sequence, predict their binding affinity value. This is MHC class I binding data. (1) The peptide sequence is TPKKPNSAL. The MHC is HLA-B57:01 with pseudo-sequence HLA-B57:01. The binding affinity (normalized) is 0.0847. (2) The peptide sequence is CYHSGGTII. The MHC is HLA-A02:01 with pseudo-sequence HLA-A02:01. The binding affinity (normalized) is 0. (3) The peptide sequence is RLPLLPKTWK. The MHC is HLA-A31:01 with pseudo-sequence HLA-A31:01. The binding affinity (normalized) is 0.461. (4) The peptide sequence is LVNHYFQTR. The MHC is HLA-A31:01 with pseudo-sequence HLA-A31:01. The binding affinity (normalized) is 0.384. (5) The peptide sequence is YVCPSEIPL. The MHC is HLA-B15:01 with pseudo-sequence HLA-B15:01. The binding affinity (normalized) is 0.562. (6) The peptide sequence is MLGEETIKV. The binding affinity (normalized) is 0.0847. The MHC is HLA-B08:01 with pseudo-sequence HLA-B08:01. (7) The peptide sequence is VIDRLPSET. The MHC is HLA-A02:06 with pseudo-sequence HLA-A02:06. The binding affinity (normalized) is 0.241.